From a dataset of NCI-60 drug combinations with 297,098 pairs across 59 cell lines. Regression. Given two drug SMILES strings and cell line genomic features, predict the synergy score measuring deviation from expected non-interaction effect. (1) Drug 1: C1=CC(=C2C(=C1NCCNCCO)C(=O)C3=C(C=CC(=C3C2=O)O)O)NCCNCCO. Drug 2: CC(C)NC(=O)C1=CC=C(C=C1)CNNC.Cl. Cell line: HL-60(TB). Synergy scores: CSS=52.5, Synergy_ZIP=1.67, Synergy_Bliss=2.06, Synergy_Loewe=-14.3, Synergy_HSA=1.14. (2) Drug 1: C1=CC(=C2C(=C1NCCNCCO)C(=O)C3=C(C=CC(=C3C2=O)O)O)NCCNCCO. Drug 2: C(CN)CNCCSP(=O)(O)O. Cell line: UACC-257. Synergy scores: CSS=10.6, Synergy_ZIP=-2.03, Synergy_Bliss=5.18, Synergy_Loewe=2.20, Synergy_HSA=5.51. (3) Drug 1: CC12CCC3C(C1CCC2=O)CC(=C)C4=CC(=O)C=CC34C. Drug 2: C(=O)(N)NO. Cell line: OVCAR-4. Synergy scores: CSS=4.64, Synergy_ZIP=4.36, Synergy_Bliss=2.48, Synergy_Loewe=-37.1, Synergy_HSA=-0.900. (4) Drug 1: C1=C(C(=O)NC(=O)N1)N(CCCl)CCCl. Drug 2: CC1=C(N=C(N=C1N)C(CC(=O)N)NCC(C(=O)N)N)C(=O)NC(C(C2=CN=CN2)OC3C(C(C(C(O3)CO)O)O)OC4C(C(C(C(O4)CO)O)OC(=O)N)O)C(=O)NC(C)C(C(C)C(=O)NC(C(C)O)C(=O)NCCC5=NC(=CS5)C6=NC(=CS6)C(=O)NCCC[S+](C)C)O. Cell line: IGROV1. Synergy scores: CSS=41.8, Synergy_ZIP=0.853, Synergy_Bliss=1.32, Synergy_Loewe=-9.71, Synergy_HSA=7.61.